This data is from Peptide-MHC class I binding affinity with 185,985 pairs from IEDB/IMGT. The task is: Regression. Given a peptide amino acid sequence and an MHC pseudo amino acid sequence, predict their binding affinity value. This is MHC class I binding data. (1) The peptide sequence is DTCGASINI. The MHC is HLA-A68:02 with pseudo-sequence HLA-A68:02. The binding affinity (normalized) is 0.654. (2) The peptide sequence is YAMCLNTFVL. The binding affinity (normalized) is 0.775. The MHC is HLA-A02:01 with pseudo-sequence HLA-A02:01. (3) The peptide sequence is KLAGRWPI. The MHC is HLA-B27:05 with pseudo-sequence HLA-B27:05. The binding affinity (normalized) is 0.152. (4) The peptide sequence is TVGMSIVCI. The MHC is HLA-A02:03 with pseudo-sequence HLA-A02:03. The binding affinity (normalized) is 0.168. (5) The peptide sequence is EGAGIDDPV. The MHC is HLA-A66:01 with pseudo-sequence HLA-A66:01. The binding affinity (normalized) is 0.213. (6) The peptide sequence is SEVKFKYVL. The MHC is HLA-B35:01 with pseudo-sequence HLA-B35:01. The binding affinity (normalized) is 0.0847. (7) The peptide sequence is TRAVGKPLL. The MHC is HLA-A03:01 with pseudo-sequence HLA-A03:01. The binding affinity (normalized) is 0.0847. (8) The MHC is HLA-B27:05 with pseudo-sequence HLA-B27:05. The binding affinity (normalized) is 0. The peptide sequence is DLWETLRRGGR. (9) The peptide sequence is CYHCQFCF. The MHC is Mamu-B52 with pseudo-sequence Mamu-B52. The binding affinity (normalized) is 0.343. (10) The peptide sequence is RAVPPNPTI. The MHC is HLA-B38:01 with pseudo-sequence HLA-B38:01. The binding affinity (normalized) is 0.0847.